Dataset: Catalyst prediction with 721,799 reactions and 888 catalyst types from USPTO. Task: Predict which catalyst facilitates the given reaction. (1) Reactant: C(OC([NH:8][C@@H:9]1[CH2:18][C:17]2[C:12](=[CH:13][CH:14]=[CH:15][CH:16]=2)[NH:11][C:10]1=[O:19])=O)(C)(C)C.[ClH:20]. Product: [ClH:20].[NH2:8][C@@H:9]1[CH2:18][C:17]2[C:12](=[CH:13][CH:14]=[CH:15][CH:16]=2)[NH:11][C:10]1=[O:19]. The catalyst class is: 12. (2) Reactant: C(=O)([O-])[O-].[Cs+].[Cs+].Cl.Cl.[NH:9]1[CH2:12][CH:11]([C:13]2[NH:17][C:16]3[CH:18]=[CH:19][C:20]([Cl:22])=[CH:21][C:15]=3[N:14]=2)[CH2:10]1.Cl[C:24]1[CH:29]=[C:28]([CH:30]2[CH2:35][CH2:34][O:33][CH2:32][CH2:31]2)[N:27]=[CH:26][N:25]=1. The catalyst class is: 44. Product: [Cl:22][C:20]1[CH:19]=[CH:18][C:16]2[NH:17][C:13]([CH:11]3[CH2:12][N:9]([C:24]4[CH:29]=[C:28]([CH:30]5[CH2:35][CH2:34][O:33][CH2:32][CH2:31]5)[N:27]=[CH:26][N:25]=4)[CH2:10]3)=[N:14][C:15]=2[CH:21]=1. (3) Reactant: [CH2:1]([O:5][C:6]1[CH:7]=[C:8]([CH:25]=[CH:26][CH:27]=1)[CH2:9][N:10]1[CH2:14][CH2:13][CH:12]([C:15]2[O:19][C:18]([CH2:20][O:21]C(=O)C)=[N:17][N:16]=2)[CH2:11]1)[CH:2]([CH3:4])[CH3:3].O.C(=O)([O-])[O-].[K+].[K+]. Product: [CH2:1]([O:5][C:6]1[CH:7]=[C:8]([CH:25]=[CH:26][CH:27]=1)[CH2:9][N:10]1[CH2:14][CH2:13][CH:12]([C:15]2[O:19][C:18]([CH2:20][OH:21])=[N:17][N:16]=2)[CH2:11]1)[CH:2]([CH3:4])[CH3:3]. The catalyst class is: 5. (4) Reactant: [CH3:1][NH:2][C:3](=[O:19])[C:4]1[CH:9]=[C:8]([N+:10]([O-])=O)[CH:7]=[C:6]([N:13]2[CH2:18][CH2:17][O:16][CH2:15][CH2:14]2)[CH:5]=1. Product: [NH2:10][C:8]1[CH:9]=[C:4]([CH:5]=[C:6]([N:13]2[CH2:14][CH2:15][O:16][CH2:17][CH2:18]2)[CH:7]=1)[C:3]([NH:2][CH3:1])=[O:19]. The catalyst class is: 43.